From a dataset of Forward reaction prediction with 1.9M reactions from USPTO patents (1976-2016). Predict the product of the given reaction. (1) Given the reactants [CH3:1][S:2]([C:5]1[CH:10]=[CH:9][C:8]([C:11]2[CH:16]=[CH:15][C:14]([OH:17])=[C:13]([OH:18])[CH:12]=2)=[CH:7][CH:6]=1)(=[O:4])=[O:3].C(=O)([O-])[O-].[K+].[K+].Br[CH:26]1[CH2:28][CH2:27]1.C[C:30]([CH2:32][CH3:33])=O, predict the reaction product. The product is: [CH3:1][S:2]([C:5]1[CH:6]=[CH:7][C:8]([C:11]2[CH:16]=[CH:15][C:14]([O:17][CH:26]3[CH2:28][CH2:27]3)=[C:13]([O:18][CH:30]3[CH2:32][CH2:33]3)[CH:12]=2)=[CH:9][CH:10]=1)(=[O:3])=[O:4]. (2) Given the reactants [F:1][C:2]1[C:7]([O:8][C:9]2[CH:14]=[CH:13][CH:12]=[CH:11][CH:10]=2)=[C:6]([F:15])[CH:5]=[CH:4][C:3]=1[C@H:16]([NH:19][CH2:20][CH2:21][C:22]([OH:24])=O)[CH2:17][CH3:18].[Si:25]([O:32][CH2:33][CH2:34][NH2:35])([C:28]([CH3:31])([CH3:30])[CH3:29])([CH3:27])[CH3:26], predict the reaction product. The product is: [C:28]([Si:25]([CH3:27])([CH3:26])[O:32][CH2:33][CH2:34][NH:35][C:22](=[O:24])[CH2:21][CH2:20][NH:19][C@@H:16]([C:3]1[CH:4]=[CH:5][C:6]([F:15])=[C:7]([O:8][C:9]2[CH:10]=[CH:11][CH:12]=[CH:13][CH:14]=2)[C:2]=1[F:1])[CH2:17][CH3:18])([CH3:31])([CH3:30])[CH3:29]. (3) Given the reactants [CH3:1][O:2][CH2:3][O:4][C:5]1[CH:6]=[N:7][CH:8]=[CH:9][C:10]=1[C@@H:11]1[CH2:16][CH2:15][N:14]([C:17]([O:19][C:20]([CH3:23])([CH3:22])[CH3:21])=[O:18])[CH2:13][C@H:12]1[C:24]([O:26][CH2:27][CH3:28])=[O:25].ClC1C=C(C=CC=1)C(OO)=[O:34], predict the reaction product. The product is: [CH3:1][O:2][CH2:3][O:4][C:5]1[CH:6]=[N+:7]([O-:34])[CH:8]=[CH:9][C:10]=1[C@@H:11]1[CH2:16][CH2:15][N:14]([C:17]([O:19][C:20]([CH3:23])([CH3:21])[CH3:22])=[O:18])[CH2:13][C@H:12]1[C:24]([O:26][CH2:27][CH3:28])=[O:25]. (4) Given the reactants [OH:1][C:2]1[CH:11]=[C:10]2[C:5]([C:6]([C:14]3[CH:19]=[CH:18][CH:17]=[CH:16][CH:15]=3)=[CH:7][C:8]([CH3:13])([CH3:12])[O:9]2)=[CH:4][C:3]=1[C:20](=[O:22])[CH3:21].I[CH2:24][CH3:25], predict the reaction product. The product is: [CH2:24]([O:1][C:2]1[CH:11]=[C:10]2[C:5]([C:6]([C:14]3[CH:15]=[CH:16][CH:17]=[CH:18][CH:19]=3)=[CH:7][C:8]([CH3:12])([CH3:13])[O:9]2)=[CH:4][C:3]=1[C:20](=[O:22])[CH3:21])[CH3:25]. (5) Given the reactants [CH:1]1([C:7]2[C:8]3[CH:24]=[CH:23][C:22]([C:25]([O:27][CH2:28][CH3:29])=[O:26])=[N:21][C:9]=3[N:10]3[C:16]=2[C:15]2[CH:17]=[CH:18][CH:19]=[CH:20][C:14]=2[NH:13][CH2:12][CH2:11]3)[CH2:6][CH2:5][CH2:4][CH2:3][CH2:2]1.Cl[CH2:31][C:32]([N:34]1[CH2:39][CH2:38][O:37][CH2:36][CH2:35]1)=[O:33].[I-].[K+].C(=O)([O-])[O-].[K+].[K+], predict the reaction product. The product is: [CH:1]1([C:7]2[C:8]3[CH:24]=[CH:23][C:22]([C:25]([O:27][CH2:28][CH3:29])=[O:26])=[N:21][C:9]=3[N:10]3[C:16]=2[C:15]2[CH:17]=[CH:18][CH:19]=[CH:20][C:14]=2[N:13]([CH2:31][C:32](=[O:33])[N:34]2[CH2:39][CH2:38][O:37][CH2:36][CH2:35]2)[CH2:12][CH2:11]3)[CH2:2][CH2:3][CH2:4][CH2:5][CH2:6]1.